The task is: Predict the reaction yield, written as a fraction of the theoretical maximum amount of product (1.0 means a 100% yield; for example, 0.34 means a 34% yield).. This data is from Reaction yield outcomes from USPTO patents with 853,638 reactions. The reactants are [CH3:1][C:2]1[CH:3]=[C:4]([CH:11]([CH3:17])[C:12]([O:14][CH2:15][CH3:16])=[O:13])[CH:5]=[CH:6][C:7]=1[N+:8]([O-])=O. The catalyst is CO.O1CCCC1.[Pd]. The product is [NH2:8][C:7]1[CH:6]=[CH:5][C:4]([CH:11]([CH3:17])[C:12]([O:14][CH2:15][CH3:16])=[O:13])=[CH:3][C:2]=1[CH3:1]. The yield is 0.900.